Dataset: Forward reaction prediction with 1.9M reactions from USPTO patents (1976-2016). Task: Predict the product of the given reaction. (1) Given the reactants C12(COC3C=CC(C(N)=O)=CC=3C3C(OC)=NC=CC=3)CC3CC(CC(C3)C1)C2.[C:30]12([CH2:40][O:41][C:42]3[C:50]([CH:51]4[CH2:53][CH2:52]4)=[CH:49][C:45]([C:46]([NH2:48])=[O:47])=[C:44]([F:54])[CH:43]=3)[CH2:39][CH:34]3[CH2:35][CH:36]([CH2:38][CH:32]([CH2:33]3)[CH2:31]1)[CH2:37]2.CS(Cl)(=O)=O.[O:60]1[CH2:64][CH2:63][CH:62]([S:65](Cl)(=[O:67])=[O:66])[CH2:61]1, predict the reaction product. The product is: [C:30]12([CH2:40][O:41][C:42]3[C:50]([CH:51]4[CH2:52][CH2:53]4)=[CH:49][C:45]([C:46]([NH:48][S:65]([CH:62]4[CH2:63][CH2:64][O:60][CH2:61]4)(=[O:67])=[O:66])=[O:47])=[C:44]([F:54])[CH:43]=3)[CH2:37][CH:36]3[CH2:38][CH:32]([CH2:33][CH:34]([CH2:35]3)[CH2:39]1)[CH2:31]2. (2) Given the reactants [CH3:1][O:2][CH:3]([O:17][CH3:18])[CH2:4][NH:5][C:6]1[CH:11]=[CH:10][C:9]([O:12][C:13]([F:16])([F:15])[F:14])=[CH:8][CH:7]=1.[N+:19]([C:22]1[CH:27]=[CH:26][C:25]([N:28]=[C:29]=[O:30])=[CH:24][CH:23]=1)([O-:21])=[O:20], predict the reaction product. The product is: [CH3:18][O:17][CH:3]([O:2][CH3:1])[CH2:4][N:5]([C:6]1[CH:7]=[CH:8][C:9]([O:12][C:13]([F:14])([F:15])[F:16])=[CH:10][CH:11]=1)[C:29]([NH:28][C:25]1[CH:24]=[CH:23][C:22]([N+:19]([O-:21])=[O:20])=[CH:27][CH:26]=1)=[O:30].